Dataset: Forward reaction prediction with 1.9M reactions from USPTO patents (1976-2016). Task: Predict the product of the given reaction. (1) Given the reactants Cl[C:2]1[N:11]=[CH:10][C:9]2[N:8]([CH3:12])[C:7](=[O:13])[C@@H:6]([CH2:14][CH3:15])[N:5]([CH:16]3[CH2:18][CH2:17]3)[C:4]=2[N:3]=1.[C:19]1([C:25]2[CH:26]=[N:27][CH:28]=[CH:29][C:30]=2B2OC(C)(C)C(C)(C)O2)[CH:24]=[CH:23][CH:22]=[CH:21][CH:20]=1, predict the reaction product. The product is: [CH:16]1([N:5]2[C:4]3[N:3]=[C:2]([C:30]4[CH:29]=[CH:28][N:27]=[CH:26][C:25]=4[C:19]4[CH:20]=[CH:21][CH:22]=[CH:23][CH:24]=4)[N:11]=[CH:10][C:9]=3[N:8]([CH3:12])[C:7](=[O:13])[C@H:6]2[CH2:14][CH3:15])[CH2:18][CH2:17]1. (2) Given the reactants [Br:1][C:2]1[S:6][C:5]([S:7](Cl)(=[O:9])=[O:8])=[CH:4][CH:3]=1.[CH3:11][NH:12][CH3:13].O.C(OCC)(=O)C, predict the reaction product. The product is: [Br:1][C:2]1[S:6][C:5]([S:7]([N:12]([CH3:13])[CH3:11])(=[O:9])=[O:8])=[CH:4][CH:3]=1. (3) Given the reactants [OH-].[Na+].[O:3]=[C:4]1[CH2:12][C:11]2[C:6](=[CH:7][C:8]([C:13]([O:15]C)=[O:14])=[CH:9][CH:10]=2)[NH:5]1, predict the reaction product. The product is: [O:3]=[C:4]1[CH2:12][C:11]2[C:6](=[CH:7][C:8]([C:13]([OH:15])=[O:14])=[CH:9][CH:10]=2)[NH:5]1.